Dataset: Acute oral toxicity (LD50) regression data from Zhu et al.. Task: Regression/Classification. Given a drug SMILES string, predict its toxicity properties. Task type varies by dataset: regression for continuous values (e.g., LD50, hERG inhibition percentage) or binary classification for toxic/non-toxic outcomes (e.g., AMES mutagenicity, cardiotoxicity, hepatotoxicity). Dataset: ld50_zhu. The drug is CN(C)CCCN1c2ccccc2CCc2ccc(Cl)cc21. The rat oral LD50 is 2.71, given as -log10 of the dose in mol/kg body weight (higher means more acutely toxic).